Dataset: Catalyst prediction with 721,799 reactions and 888 catalyst types from USPTO. Task: Predict which catalyst facilitates the given reaction. (1) Reactant: [F:1][C:2]1([F:30])[O:6][C:5]2[CH:7]=[CH:8][C:9]([NH:11][C:12]([C:14]3[S:18][CH:17]=[N:16][C:15]=3[NH:19][CH2:20][C:21]3[CH:26]=[CH:25][N:24]=[C:23]([C:27]([NH2:29])=[O:28])[CH:22]=3)=[O:13])=[CH:10][C:4]=2[O:3]1.FC1(F)OC2C=CC(NC(C3SC=NC=3NCC3C=CN=C(C(OC)=O)C=3)=O)=CC=2O1.[N:62]1([CH2:67][CH2:68][CH2:69][CH2:70]N)[CH2:66][CH2:65][CH2:64][CH2:63]1. Product: [F:30][C:2]1([F:1])[O:6][C:5]2[CH:7]=[CH:8][C:9]([NH:11][C:12]([C:14]3[S:18][CH:17]=[N:16][C:15]=3[NH:19][CH2:20][C:21]3[CH:26]=[CH:25][N:24]=[C:23]([C:27]([NH:29][CH2:70][CH2:69][CH2:68][CH2:67][N:62]4[CH2:66][CH2:65][CH2:64][CH2:63]4)=[O:28])[CH:22]=3)=[O:13])=[CH:10][C:4]=2[O:3]1. The catalyst class is: 5. (2) Reactant: [CH3:1][S:2]([C:5]1[CH:10]=[CH:9][C:8]([C:11]2[CH:16]=[CH:15][C:14]([NH2:17])=[CH:13][C:12]=2[C:18]([F:21])([F:20])[F:19])=[CH:7][CH:6]=1)(=[O:4])=[O:3].N1([C:27](N2C=CN=C2)=[S:28])C=CN=C1. Product: [N:17]([C:14]1[CH:15]=[CH:16][C:11]([C:8]2[CH:7]=[CH:6][C:5]([S:2]([CH3:1])(=[O:4])=[O:3])=[CH:10][CH:9]=2)=[C:12]([C:18]([F:19])([F:20])[F:21])[CH:13]=1)=[C:27]=[S:28]. The catalyst class is: 2.